Task: Regression. Given two drug SMILES strings and cell line genomic features, predict the synergy score measuring deviation from expected non-interaction effect.. Dataset: NCI-60 drug combinations with 297,098 pairs across 59 cell lines (1) Drug 1: CC1OCC2C(O1)C(C(C(O2)OC3C4COC(=O)C4C(C5=CC6=C(C=C35)OCO6)C7=CC(=C(C(=C7)OC)O)OC)O)O. Drug 2: CC=C1C(=O)NC(C(=O)OC2CC(=O)NC(C(=O)NC(CSSCCC=C2)C(=O)N1)C(C)C)C(C)C. Cell line: MCF7. Synergy scores: CSS=47.6, Synergy_ZIP=3.53, Synergy_Bliss=3.56, Synergy_Loewe=2.62, Synergy_HSA=7.45. (2) Drug 1: CNC(=O)C1=CC=CC=C1SC2=CC3=C(C=C2)C(=NN3)C=CC4=CC=CC=N4. Drug 2: CC(C1=C(C=CC(=C1Cl)F)Cl)OC2=C(N=CC(=C2)C3=CN(N=C3)C4CCNCC4)N. Cell line: SK-OV-3. Synergy scores: CSS=3.80, Synergy_ZIP=0.303, Synergy_Bliss=2.23, Synergy_Loewe=-1.42, Synergy_HSA=0.359. (3) Drug 1: CN(CC1=CN=C2C(=N1)C(=NC(=N2)N)N)C3=CC=C(C=C3)C(=O)NC(CCC(=O)O)C(=O)O. Drug 2: CCC1(CC2CC(C3=C(CCN(C2)C1)C4=CC=CC=C4N3)(C5=C(C=C6C(=C5)C78CCN9C7C(C=CC9)(C(C(C8N6C=O)(C(=O)OC)O)OC(=O)C)CC)OC)C(=O)OC)O.OS(=O)(=O)O. Cell line: OVCAR-5. Synergy scores: CSS=51.5, Synergy_ZIP=-5.30, Synergy_Bliss=-5.97, Synergy_Loewe=-11.9, Synergy_HSA=-3.61.